Regression. Given a peptide amino acid sequence and an MHC pseudo amino acid sequence, predict their binding affinity value. This is MHC class II binding data. From a dataset of Peptide-MHC class II binding affinity with 134,281 pairs from IEDB. (1) The peptide sequence is YLAILVKYVDGDGDV. The MHC is HLA-DPA10201-DPB11401 with pseudo-sequence HLA-DPA10201-DPB11401. The binding affinity (normalized) is 0.155. (2) The peptide sequence is AKGSRAIWYMWLGAR. The MHC is DRB4_0101 with pseudo-sequence DRB4_0103. The binding affinity (normalized) is 0.577. (3) The peptide sequence is LAQEAGNFERISGDL. The MHC is HLA-DQA10301-DQB10302 with pseudo-sequence HLA-DQA10301-DQB10302. The binding affinity (normalized) is 0.396. (4) The peptide sequence is TKETETEAPAAPAEG. The MHC is DRB1_0405 with pseudo-sequence DRB1_0405. The binding affinity (normalized) is 0. (5) The peptide sequence is LNSLGGCRCGKYPNL. The MHC is DRB1_0101 with pseudo-sequence DRB1_0101. The binding affinity (normalized) is 0.432. (6) The peptide sequence is YDNDNPYRTWHYCGS. The MHC is DRB1_0901 with pseudo-sequence DRB1_0901. The binding affinity (normalized) is 0.439. (7) The peptide sequence is QYAKEIWGITANPVP. The MHC is DRB4_0101 with pseudo-sequence DRB4_0103. The binding affinity (normalized) is 0.386. (8) The binding affinity (normalized) is 0.366. The MHC is HLA-DPA10103-DPB10401 with pseudo-sequence HLA-DPA10103-DPB10401. The peptide sequence is EVLGFRMVQDERVGR. (9) The peptide sequence is INEYTAAAIAYGLDR. The MHC is HLA-DQA10501-DQB10301 with pseudo-sequence HLA-DQA10501-DQB10301. The binding affinity (normalized) is 0.780. (10) The peptide sequence is QKGSDPKKLVL. The MHC is DRB1_0301 with pseudo-sequence DRB1_0301. The binding affinity (normalized) is 0.260.